Task: Predict the reactants needed to synthesize the given product.. Dataset: Full USPTO retrosynthesis dataset with 1.9M reactions from patents (1976-2016) (1) Given the product [C:1]([C:5]1[N:10]=[C:9]([CH2:11][CH2:12][CH2:13][CH2:14][CH2:15][CH3:16])[C:8]([C:17]([N:19]([CH2:37][CH:38]([CH3:39])[CH3:40])[C@H:20]2[CH2:21][C@@H:22]([C:33]([N:6]3[CH2:7][CH2:8][O:41][CH2:1][CH2:5]3)=[O:34])[CH2:23][N:24]([C:26]([O:28][C:29]([CH3:31])([CH3:32])[CH3:30])=[O:27])[CH2:25]2)=[O:18])=[CH:7][N:6]=1)([CH3:3])([CH3:4])[CH3:2], predict the reactants needed to synthesize it. The reactants are: [C:1]([C:5]1[N:10]=[C:9]([CH2:11][CH2:12][CH2:13][CH2:14][CH2:15][CH3:16])[C:8]([C:17]([N:19]([CH2:37][CH:38]([CH3:40])[CH3:39])[C@@H:20]2[CH2:25][N:24]([C:26]([O:28][C:29]([CH3:32])([CH3:31])[CH3:30])=[O:27])[CH2:23][C@H:22]([C:33](OC)=[O:34])[CH2:21]2)=[O:18])=[CH:7][N:6]=1)([CH3:4])([CH3:3])[CH3:2].[OH-:41].[Na+]. (2) Given the product [CH2:27]([O:29][C:30](=[O:47])[CH2:31][C:32]1[CH:37]=[CH:36][C:35]([C:20]2[CH:21]=[CH:22][C:17]([C:16]3[O:15][N:14]=[C:13]([CH3:24])[C:12]=3[NH:11][C:10]([O:9][C@@H:7]([C:2]3[CH:3]=[CH:4][CH:5]=[CH:6][C:1]=3[CH3:26])[CH3:8])=[O:25])=[CH:18][CH:19]=2)=[CH:34][CH:33]=1)[CH3:28], predict the reactants needed to synthesize it. The reactants are: [C:1]1([CH3:26])[CH:6]=[CH:5][CH:4]=[CH:3][C:2]=1[C@H:7]([O:9][C:10](=[O:25])[NH:11][C:12]1[C:13]([CH3:24])=[N:14][O:15][C:16]=1[C:17]1[CH:22]=[CH:21][C:20](Br)=[CH:19][CH:18]=1)[CH3:8].[CH2:27]([O:29][C:30](=[O:47])[CH2:31][C:32]1[CH:37]=[CH:36][C:35](B2OC(C)(C)C(C)(C)O2)=[CH:34][CH:33]=1)[CH3:28]. (3) Given the product [F:6][C:7]1[CH:12]=[C:11]([N+:13]([O-:15])=[O:14])[CH:10]=[CH:9][C:8]=1[N:16]1[CH2:21][CH2:20][N:19]([CH2:2][CH2:3][O:4][CH3:5])[CH2:18][CH2:17]1, predict the reactants needed to synthesize it. The reactants are: Br[CH2:2][CH2:3][O:4][CH3:5].[F:6][C:7]1[CH:12]=[C:11]([N+:13]([O-:15])=[O:14])[CH:10]=[CH:9][C:8]=1[N:16]1[CH2:21][CH2:20][NH:19][CH2:18][CH2:17]1.CCN(CC)CC.